This data is from NCI-60 drug combinations with 297,098 pairs across 59 cell lines. The task is: Regression. Given two drug SMILES strings and cell line genomic features, predict the synergy score measuring deviation from expected non-interaction effect. (1) Drug 1: C1C(C(OC1N2C=NC(=NC2=O)N)CO)O. Drug 2: CC1C(C(CC(O1)OC2CC(CC3=C2C(=C4C(=C3O)C(=O)C5=C(C4=O)C(=CC=C5)OC)O)(C(=O)CO)O)N)O.Cl. Cell line: NCI-H460. Synergy scores: CSS=48.5, Synergy_ZIP=-3.53, Synergy_Bliss=-3.58, Synergy_Loewe=-3.79, Synergy_HSA=0.329. (2) Drug 2: CC1CCC2CC(C(=CC=CC=CC(CC(C(=O)C(C(C(=CC(C(=O)CC(OC(=O)C3CCCCN3C(=O)C(=O)C1(O2)O)C(C)CC4CCC(C(C4)OC)O)C)C)O)OC)C)C)C)OC. Synergy scores: CSS=-5.06, Synergy_ZIP=3.01, Synergy_Bliss=1.39, Synergy_Loewe=-2.79, Synergy_HSA=-3.05. Drug 1: C1=CC(=CC=C1C#N)C(C2=CC=C(C=C2)C#N)N3C=NC=N3. Cell line: UACC-257. (3) Drug 1: CC1=CC=C(C=C1)C2=CC(=NN2C3=CC=C(C=C3)S(=O)(=O)N)C(F)(F)F. Drug 2: C1=NNC2=C1C(=O)NC=N2. Cell line: EKVX. Synergy scores: CSS=-1.55, Synergy_ZIP=-0.889, Synergy_Bliss=-4.90, Synergy_Loewe=-6.71, Synergy_HSA=-6.63. (4) Drug 1: C1=CC=C(C(=C1)C(C2=CC=C(C=C2)Cl)C(Cl)Cl)Cl. Drug 2: C1CN(P(=O)(OC1)NCCCl)CCCl. Cell line: DU-145. Synergy scores: CSS=3.64, Synergy_ZIP=5.71, Synergy_Bliss=7.31, Synergy_Loewe=3.89, Synergy_HSA=3.22.